This data is from Reaction yield outcomes from USPTO patents with 853,638 reactions. The task is: Predict the reaction yield, written as a fraction of the theoretical maximum amount of product (1.0 means a 100% yield; for example, 0.34 means a 34% yield). The reactants are [CH3:1][C:2]1[CH:3]=[C:4]([CH:9]=[CH:10][C:11]=1[NH:12][C:13](=[O:28])[C:14]1[CH:19]=[CH:18][C:17]([O:20][CH2:21][C:22]2[CH:27]=[CH:26][CH:25]=[CH:24][N:23]=2)=[CH:16][CH:15]=1)[C:5]([O:7]C)=[O:6].[OH-].[Na+].Cl. The catalyst is CO.O. The product is [CH3:1][C:2]1[CH:3]=[C:4]([CH:9]=[CH:10][C:11]=1[NH:12][C:13](=[O:28])[C:14]1[CH:19]=[CH:18][C:17]([O:20][CH2:21][C:22]2[CH:27]=[CH:26][CH:25]=[CH:24][N:23]=2)=[CH:16][CH:15]=1)[C:5]([OH:7])=[O:6]. The yield is 1.00.